Dataset: Catalyst prediction with 721,799 reactions and 888 catalyst types from USPTO. Task: Predict which catalyst facilitates the given reaction. (1) Reactant: [N:1]1([CH:10](O)[CH:11]([OH:13])C)[C:5]2[CH:6]=[CH:7][CH:8]=[CH:9][C:4]=2[N:3]=[CH:2]1.I([O-])(=O)(=O)=O.[Na+]. Product: [N:1]1([CH2:10][CH:11]=[O:13])[C:5]2[CH:6]=[CH:7][CH:8]=[CH:9][C:4]=2[N:3]=[CH:2]1. The catalyst class is: 6. (2) Reactant: [N:1]([CH2:4][CH2:5][O:6][CH2:7][CH2:8][O:9][CH2:10][CH2:11][O:12][CH2:13][CH2:14][O:15][CH2:16][CH2:17][O:18][CH2:19][CH2:20][O:21][CH2:22][CH2:23][O:24][CH2:25][CH2:26][O:27][CH2:28][CH2:29][O:30][CH2:31][CH2:32][O:33][CH2:34][CH2:35][O:36][CH2:37][CH2:38][NH:39][C:40](=[O:76])[CH2:41][C@@H:42]([C:69]([O:71]C(C)(C)C)=[O:70])[NH:43][C:44](=[O:68])[CH2:45][CH2:46][CH2:47][CH2:48][CH2:49][CH2:50][CH2:51][CH2:52][CH2:53][CH2:54][CH2:55][CH2:56][CH2:57][CH2:58][CH2:59][CH2:60][C:61]([O:63]C(C)(C)C)=[O:62])=[N+:2]=[N-:3].C(O)(C(F)(F)F)=O. Product: [N:1]([CH2:4][CH2:5][O:6][CH2:7][CH2:8][O:9][CH2:10][CH2:11][O:12][CH2:13][CH2:14][O:15][CH2:16][CH2:17][O:18][CH2:19][CH2:20][O:21][CH2:22][CH2:23][O:24][CH2:25][CH2:26][O:27][CH2:28][CH2:29][O:30][CH2:31][CH2:32][O:33][CH2:34][CH2:35][O:36][CH2:37][CH2:38][NH:39][C:40](=[O:76])[CH2:41][C@@H:42]([C:69]([OH:71])=[O:70])[NH:43][C:44](=[O:68])[CH2:45][CH2:46][CH2:47][CH2:48][CH2:49][CH2:50][CH2:51][CH2:52][CH2:53][CH2:54][CH2:55][CH2:56][CH2:57][CH2:58][CH2:59][CH2:60][C:61]([OH:63])=[O:62])=[N+:2]=[N-:3]. The catalyst class is: 2.